This data is from Catalyst prediction with 721,799 reactions and 888 catalyst types from USPTO. The task is: Predict which catalyst facilitates the given reaction. Reactant: [Cl:1][C:2]1[CH:3]=[C:4]([C:9]2([O:14][CH3:15])[CH2:13][CH2:12][NH:11][CH2:10]2)[CH:5]=[C:6]([F:8])[CH:7]=1.[CH2:16](N(CC)CC)[CH3:17].ICC. Product: [Cl:1][C:2]1[CH:3]=[C:4]([C:9]2([O:14][CH3:15])[CH2:13][CH2:12][N:11]([CH2:16][CH3:17])[CH2:10]2)[CH:5]=[C:6]([F:8])[CH:7]=1. The catalyst class is: 7.